Dataset: Forward reaction prediction with 1.9M reactions from USPTO patents (1976-2016). Task: Predict the product of the given reaction. (1) The product is: [CH3:20][N:18]([CH2:17][C:16]([N:4]1[C:5]2[C:10](=[CH:9][C:8]([O:11][CH3:12])=[C:7]([NH2:13])[CH:6]=2)[C:2]([CH3:22])([CH3:1])[CH2:3]1)=[O:21])[CH3:19]. Given the reactants [CH3:1][C:2]1([CH3:22])[C:10]2[C:5](=[CH:6][C:7]([N+:13]([O-])=O)=[C:8]([O:11][CH3:12])[CH:9]=2)[N:4]([C:16](=[O:21])[CH2:17][N:18]([CH3:20])[CH3:19])[CH2:3]1.O.NN, predict the reaction product. (2) Given the reactants [C:1]([CH:4](OS(C1C=CC(C)=CC=1)(=O)=O)[C:5]1[CH:10]=[CH:9][CH:8]=[CH:7][CH:6]=1)(=[O:3])[NH2:2].[Cl:22][C:23]1[CH:28]=[CH:27][C:26]([CH2:29][CH2:30][C@H:31]2[C:40]3[C:35](=[CH:36][C:37]([O:43][CH3:44])=[C:38]([O:41][CH3:42])[CH:39]=3)[CH2:34][CH2:33][NH:32]2)=[CH:25][CH:24]=1, predict the reaction product. The product is: [Cl:22][C:23]1[CH:24]=[CH:25][C:26]([CH2:29][CH2:30][C@H:31]2[C:40]3[C:35](=[CH:36][C:37]([O:43][CH3:44])=[C:38]([O:41][CH3:42])[CH:39]=3)[CH2:34][CH2:33][N:32]2[C@H:4]([C:5]2[CH:6]=[CH:7][CH:8]=[CH:9][CH:10]=2)[C:1]([NH2:2])=[O:3])=[CH:27][CH:28]=1. (3) The product is: [NH:136]1[C:3]2[CH:2]=[CH:1][C:48]([N:53]3[CH:35]([C:38]4[CH:39]=[CH:40][C:41]([CH:20]5[CH2:21][CH2:22][CH:23]([N:104]6[CH2:99][CH2:98][O:97][CH2:106][CH2:105]6)[CH2:24][CH2:25]5)=[CH:44][CH:45]=4)[CH2:36][O:54][C:52]3=[O:62])=[CH:51][C:4]=2[N:133]=[CH:127]1. Given the reactants [CH2:1]([Li])[CH2:2][CH2:3][CH3:4].[Br-].C1([PH+]([C:20]2[CH:25]=[CH:24][CH:23]=[CH:22][CH:21]=2)C2C=CC=CC=2)C=CC=CC=1.O1CCN(C2C[CH2:36][CH:35]([C:38]3[CH:45]=[CH:44][C:41](C=O)=[CH:40][CH:39]=3)CC2)CC1.ClO[C:48]([CH3:51])(C)C.[C:52](=[O:62])([O:54]C(OC(C)(C)C)=O)[NH2:53].CC[C@H]1[C@H]2C[C@H]([C@H](OC3C4C(=CC=CC=4)C([O:97][C@H:98](C4C=CN=C5C=4C=C(OC)C=C5)[C@@H:99]4[N:104]5[CH2:105][C@H:106](CC)[C@@H](CC5)C4)=NN=3)C3C=CN=C4C=3C=C(OC)C=C4)N(CC2)C1.S(Cl)(Cl)=O.NC1C=CC(Br)=C[C:127]=1[NH2:133].[F-].[Cs+].[NH2:136]C1CCCCC1N, predict the reaction product. (4) Given the reactants Cl.[F:2][C:3]1[CH:8]=[C:7]([S:9]([CH3:12])(=[O:11])=[O:10])[CH:6]=[C:5]([F:13])[C:4]=1[NH:14][C@H:15]1[CH2:20][CH2:19][CH2:18][N:17]([CH:21]2[CH2:26][CH2:25][NH:24][CH2:23][CH2:22]2)[C:16]1=[O:27].[Cl:28][C:29]1[CH:34]=[N:33][C:32](Cl)=[CH:31][N:30]=1.CCN(C(C)C)C(C)C, predict the reaction product. The product is: [Cl:28][C:29]1[N:30]=[CH:31][C:32]([N:24]2[CH2:23][CH2:22][CH:21]([N:17]3[CH2:18][CH2:19][CH2:20][C@H:15]([NH:14][C:4]4[C:3]([F:2])=[CH:8][C:7]([S:9]([CH3:12])(=[O:11])=[O:10])=[CH:6][C:5]=4[F:13])[C:16]3=[O:27])[CH2:26][CH2:25]2)=[N:33][CH:34]=1.